This data is from Full USPTO retrosynthesis dataset with 1.9M reactions from patents (1976-2016). The task is: Predict the reactants needed to synthesize the given product. Given the product [C:44]([C:43]([CH3:48])([CH3:47])[CH2:42][C:41]([O:40][C@H:27]1[CH2:26][CH2:25][C@@:24]2([CH3:50])[C@@H:29]([CH2:30][CH2:31][C@:32]3([CH3:37])[C@@H:23]2[CH2:22][CH2:21][C@H:20]2[C@@:33]3([CH3:36])[CH2:34][CH2:35][C@@:18]3([C:16]([NH:15][C@@H:13]4[CH2:14][C@H:11]([C:9]([OH:10])=[O:8])[C:12]4([CH3:58])[CH3:57])=[O:17])[CH2:53][CH2:52][C@@H:51]([CH:54]([CH3:56])[CH3:55])[C@@H:19]32)[C:28]1([CH3:39])[CH3:38])=[O:49])([OH:46])=[O:45], predict the reactants needed to synthesize it. The reactants are: C([O:8][C:9]([C@H:11]1[CH2:14][C@@H:13]([NH:15][C:16]([C@:18]23[CH2:53][CH2:52][C@@H:51]([C:54]([CH3:56])=[CH2:55])[C@@H:19]2[C@@H:20]2[C@@:33]([CH3:36])([CH2:34][CH2:35]3)[C@@:32]3([CH3:37])[C@@H:23]([C@:24]4([CH3:50])[C@@H:29]([CH2:30][CH2:31]3)[C:28]([CH3:39])([CH3:38])[C@@H:27]([O:40][C:41](=[O:49])[CH2:42][C:43]([CH3:48])([CH3:47])[C:44]([OH:46])=[O:45])[CH2:26][CH2:25]4)[CH2:22][CH2:21]2)=[O:17])[C:12]1([CH3:58])[CH3:57])=[O:10])C1C=CC=CC=1.